Dataset: Full USPTO retrosynthesis dataset with 1.9M reactions from patents (1976-2016). Task: Predict the reactants needed to synthesize the given product. (1) Given the product [CH2:1]([N:8]1[C:13](=[O:14])[C:12]([O:15][CH3:16])=[C:11]([C:22]2[CH:23]=[CH:24][C:19]([Cl:18])=[CH:20][CH:21]=2)[CH:10]=[N:9]1)[C:2]1[CH:7]=[CH:6][CH:5]=[CH:4][CH:3]=1, predict the reactants needed to synthesize it. The reactants are: [CH2:1]([N:8]1[C:13](=[O:14])[C:12]([O:15][CH3:16])=[C:11](Cl)[CH:10]=[N:9]1)[C:2]1[CH:7]=[CH:6][CH:5]=[CH:4][CH:3]=1.[Cl:18][C:19]1[CH:24]=[CH:23][C:22](B(O)O)=[CH:21][CH:20]=1.C([O-])([O-])=O.[Na+].[Na+]. (2) Given the product [CH2:21]([O:20][C:18]([NH:1][C@H:2]([C:8]([OH:10])=[O:9])[CH2:3][CH2:4][C:5](=[O:7])[NH2:6])=[O:19])[C:22]1[CH:27]=[CH:26][CH:25]=[CH:24][CH:23]=1, predict the reactants needed to synthesize it. The reactants are: [NH2:1][C@H:2]([C:8]([OH:10])=[O:9])[CH2:3][CH2:4][C:5](=[O:7])[NH2:6].C([O-])([O-])=O.[Na+].[Na+].Cl[C:18]([O:20][CH2:21][C:22]1[CH:27]=[CH:26][CH:25]=[CH:24][CH:23]=1)=[O:19]. (3) Given the product [OH:1][CH2:2][C:3]1[CH:4]=[CH:5][C:6]([C:9]2[CH:14]=[CH:13][CH:12]=[CH:11][C:10]=2[C:15]2[NH:26][N:25]=[N:24][N:16]=2)=[CH:7][CH:8]=1, predict the reactants needed to synthesize it. The reactants are: [OH:1][CH2:2][C:3]1[CH:8]=[CH:7][C:6]([C:9]2[C:10]([C:15]#[N:16])=[CH:11][CH:12]=[CH:13][CH:14]=2)=[CH:5][CH:4]=1.C([Al](CC)CC)C.[N-:24]=[N+:25]=[N-:26].C([Al+]CC(C)C)C(C)C.Cl.N([O-])=O.[Na+]. (4) Given the product [F:1][C:2]1[CH:3]=[C:4]([C:35]2[C:36]([C:41]#[N:42])=[CH:37][CH:38]=[CH:39][CH:40]=2)[CH:5]=[CH:6][C:7]=1[CH2:8][C:9]1[C:10](=[O:34])[N:11]([C@H:21]2[CH2:22][CH2:23][C@H:24]([O:27][C@H:28]3[C:32](=[O:33])[CH2:31][O:30][CH2:29]3)[CH2:25][CH2:26]2)[C:12]2[N:13]([N:18]=[CH:19][N:20]=2)[C:14]=1[CH2:15][CH2:16][CH3:17], predict the reactants needed to synthesize it. The reactants are: [F:1][C:2]1[CH:3]=[C:4]([C:35]2[C:36]([C:41]#[N:42])=[CH:37][CH:38]=[CH:39][CH:40]=2)[CH:5]=[CH:6][C:7]=1[CH2:8][C:9]1[C:10](=[O:34])[N:11]([C@H:21]2[CH2:26][CH2:25][C@H:24]([O:27][C@H:28]3[C@@H:32]([OH:33])[CH2:31][O:30][CH2:29]3)[CH2:23][CH2:22]2)[C:12]2[N:13]([N:18]=[CH:19][N:20]=2)[C:14]=1[CH2:15][CH2:16][CH3:17].CC(OI1(OC(C)=O)(OC(C)=O)OC(=O)C2C1=CC=CC=2)=O.C(=O)([O-])O.[Na+].S([O-])([O-])(=O)=S.[Na+].[Na+]. (5) Given the product [CH3:12][O:11][C:3]1[C:4]([O:9][CH3:10])=[C:5]([CH3:8])[CH:6]=[CH:7][C:2]=1[C:19]1[CH:18]=[CH:17][CH:16]=[C:15]([O:14][CH3:13])[C:20]=1[O:21][CH3:22], predict the reactants needed to synthesize it. The reactants are: Br[C:2]1[CH:7]=[CH:6][C:5]([CH3:8])=[C:4]([O:9][CH3:10])[C:3]=1[O:11][CH3:12].[CH3:13][O:14][C:15]1[C:20]([O:21][CH3:22])=[CH:19][CH:18]=[CH:17][C:16]=1B(O)O.C([O-])([O-])=O.[Na+].[Na+]. (6) Given the product [OH:12][CH:3]([CH2:4][CH2:5][C:6]1[CH:7]=[CH:8][CH:9]=[CH:10][CH:11]=1)[CH2:2][NH:1][C:18](=[O:19])[O:17][C:14]([CH3:16])([CH3:15])[CH3:13], predict the reactants needed to synthesize it. The reactants are: [NH2:1][CH2:2][CH:3]([OH:12])[CH2:4][CH2:5][C:6]1[CH:11]=[CH:10][CH:9]=[CH:8][CH:7]=1.[CH3:13][C:14]([O:17][C:18](O[C:18]([O:17][C:14]([CH3:16])([CH3:15])[CH3:13])=[O:19])=[O:19])([CH3:16])[CH3:15]. (7) Given the product [CH3:21][O:11][C:9](=[O:10])[C:8]1[CH:12]=[CH:13][C:14]([CH2:17][OH:19])=[CH:15][C:7]=1[C:1]1[CH:6]=[CH:5][CH:4]=[CH:3][CH:2]=1, predict the reactants needed to synthesize it. The reactants are: [C:1]1([C:7]2[C:15](C)=[C:14]([C:17]([O-:19])=O)[CH:13]=[CH:12][C:8]=2[C:9]([O-:11])=[O:10])[CH:6]=[CH:5][CH:4]=[CH:3][CH:2]=1.B.[CH2:21]1COCC1.